Dataset: Forward reaction prediction with 1.9M reactions from USPTO patents (1976-2016). Task: Predict the product of the given reaction. Given the reactants [C:1]([O:5][C:6](=[O:22])[CH2:7][C:8]([C:10]1[CH:15]=[CH:14][CH:13]=[C:12]([N:16]2[CH:20]=[CH:19][N:18]=[C:17]2[CH3:21])[CH:11]=1)=[O:9])(C)([CH3:3])[CH3:2].C(OC(C(F)(F)F)=O)(C(F)(F)F)=O, predict the reaction product. The product is: [CH3:2][C:1]1([CH3:3])[O:5][C:6](=[O:22])[CH:7]=[C:8]([C:10]2[CH:15]=[CH:14][CH:13]=[C:12]([N:16]3[CH:20]=[CH:19][N:18]=[C:17]3[CH3:21])[CH:11]=2)[O:9]1.